From a dataset of Full USPTO retrosynthesis dataset with 1.9M reactions from patents (1976-2016). Predict the reactants needed to synthesize the given product. Given the product [N+:1]([C:4]1[C:5]([CH:10]=[C:31]2[CH2:32][CH2:33][N:28]([C:21]([O:23][C:24]([CH3:27])([CH3:26])[CH3:25])=[O:22])[CH2:29][CH2:30]2)=[N:6][CH:7]=[N:8][CH:9]=1)([O-:3])=[O:2], predict the reactants needed to synthesize it. The reactants are: [N+:1]([C:4]1[C:5]([CH2:10]P(=O)(OCC)OCC)=[N:6][CH:7]=[N:8][CH:9]=1)([O-:3])=[O:2].[H-].[Na+].[C:21]([N:28]1[CH2:33][CH2:32][CH2:31][CH2:30][CH2:29]1)([O:23][C:24]([CH3:27])([CH3:26])[CH3:25])=[O:22].